From a dataset of Full USPTO retrosynthesis dataset with 1.9M reactions from patents (1976-2016). Predict the reactants needed to synthesize the given product. Given the product [C:1]([O:5][C:6](=[O:26])[NH:7][C:8]1[CH:13]=[CH:12][C:11]([C:14]2[C:19]([O:20][CH3:21])=[CH:18][CH:17]=[CH:16][C:15]=2[F:22])=[CH:10][C:9]=1[NH2:23])([CH3:4])([CH3:2])[CH3:3], predict the reactants needed to synthesize it. The reactants are: [C:1]([O:5][C:6](=[O:26])[NH:7][C:8]1[CH:13]=[CH:12][C:11]([C:14]2[C:19]([O:20][CH3:21])=[CH:18][CH:17]=[CH:16][C:15]=2[F:22])=[CH:10][C:9]=1[N+:23]([O-])=O)([CH3:4])([CH3:3])[CH3:2].